From a dataset of Reaction yield outcomes from USPTO patents with 853,638 reactions. Predict the reaction yield, written as a fraction of the theoretical maximum amount of product (1.0 means a 100% yield; for example, 0.34 means a 34% yield). (1) The reactants are C1([C:4]2[CH:8]=[C:7]([NH2:9])[NH:6][N:5]=2)CC1.C(N(CC)CC)C.[CH3:17][C:18]([O:21][C:22](O[C:22]([O:21][C:18]([CH3:20])([CH3:19])[CH3:17])=[O:23])=[O:23])([CH3:20])[CH3:19]. The catalyst is O1CCOCC1. The product is [NH2:9][C:7]1[CH:8]=[CH:4][N:5]([C:22]([O:21][C:18]([CH3:20])([CH3:19])[CH3:17])=[O:23])[N:6]=1. The yield is 0.520. (2) The reactants are [C:1]([O:5][C:6]([N:8]1[CH2:13][CH2:12][C@H:11]([CH3:14])[C@H:10]([C:15]([OH:17])=O)[CH2:9]1)=[O:7])([CH3:4])([CH3:3])[CH3:2].C[C@H]1C[CH2:23][NH:22][CH2:21][C@H]1C(O)=O.C(N(CC)CC)C.Cl.CNC.C(N1C=CN=C1)(N1C=CN=C1)=O. The catalyst is O1CCCC1. The product is [CH3:21][N:22]([CH3:23])[C:15]([C@H:10]1[C@@H:11]([CH3:14])[CH2:12][CH2:13][N:8]([C:6]([O:5][C:1]([CH3:4])([CH3:3])[CH3:2])=[O:7])[CH2:9]1)=[O:17]. The yield is 0.680.